From a dataset of Forward reaction prediction with 1.9M reactions from USPTO patents (1976-2016). Predict the product of the given reaction. (1) The product is: [CH3:27][O:26][C:24](=[O:25])[C:23]1[CH:28]=[CH:29][C:20]([N:16]2[CH:17]=[C:13]([C:12]3[N:11]([CH3:18])[N:10]=[N:9][C:8]=3[C:5]3[CH:6]=[CH:7][C:2]([F:1])=[CH:3][CH:4]=3)[N:14]=[CH:15]2)=[N:21][CH:22]=1. Given the reactants [F:1][C:2]1[CH:7]=[CH:6][C:5]([C:8]2[N:9]=[N:10][N:11]([CH3:18])[C:12]=2[C:13]2[N:14]=[CH:15][NH:16][CH:17]=2)=[CH:4][CH:3]=1.Cl[C:20]1[CH:29]=[CH:28][C:23]([C:24]([O:26][CH3:27])=[O:25])=[CH:22][N:21]=1.C(=O)([O-])[O-].[K+].[K+].Cl, predict the reaction product. (2) Given the reactants [F:1][C:2]([F:50])([F:49])[C:3]1[CH:4]=[C:5]([CH:42]=[C:43]([C:45]([F:48])([F:47])[F:46])[CH:44]=1)[CH2:6][N:7]([C:36]1[N:37]=[N:38][N:39]([CH3:41])[N:40]=1)[C@@H:8]1[C:17]2[C:12](=[CH:13][CH:14]=[C:15]([C:18]([F:21])([F:20])[F:19])[CH:16]=2)[N:11]([C:22]([C@H:24]2[CH2:29][CH2:28][C@H:27]([CH2:30][C:31]([NH2:33])=[O:32])[CH2:26][CH2:25]2)=[O:23])[C@H:10]([CH2:34][CH3:35])[CH2:9]1, predict the reaction product. The product is: [F:47][C:45]([F:46])([F:48])[C:43]1[CH:42]=[C:5]([CH:4]=[C:3]([C:2]([F:50])([F:49])[F:1])[CH:44]=1)[CH2:6][N:7]([C:36]1[N:37]=[N:38][N:39]([CH3:41])[N:40]=1)[CH:8]1[C:17]2[C:12](=[CH:13][CH:14]=[C:15]([C:18]([F:19])([F:20])[F:21])[CH:16]=2)[N:11]([C:22]([CH:24]2[CH2:25][CH2:26][CH:27]([CH2:30][C:31]([NH2:33])=[O:32])[CH2:28][CH2:29]2)=[O:23])[CH:10]([CH2:34][CH3:35])[CH2:9]1. (3) Given the reactants [CH3:1][C@H:2]1[C@@H:6]([C:7]2[CH:12]=[CH:11][CH:10]=[CH:9][CH:8]=2)OC(=O)[NH:3]1.O1CCNC1=O.C[C@H](N)CC1C=CC=CC=1.[OH:30][C:31]([C@@H:33]([C@H:35]([C@@H:37]([C@@H:39]([C:41]([OH:43])=[O:42])[OH:40])[OH:38])[OH:36])[OH:34])=[O:32], predict the reaction product. The product is: [CH3:1][C@H:2]([NH2:3])[CH2:6][C:7]1[CH:8]=[CH:9][CH:10]=[CH:11][CH:12]=1.[CH:37]([OH:38])([CH:39]([OH:40])[C:41]([OH:43])=[O:42])[CH:35]([OH:36])[CH:33]([OH:34])[C:31]([OH:32])=[O:30]. (4) Given the reactants C[Si]([I:5])(C)C.COC([N:10]1[CH2:15][CH2:14][CH:13]([C:16]2[CH:21]=[CH:20][C:19]([Br:22])=[CH:18][CH:17]=2)[CH2:12][CH2:11]1)=O.C(OCC)C, predict the reaction product. The product is: [IH:5].[Br:22][C:19]1[CH:20]=[CH:21][C:16]([CH:13]2[CH2:12][CH2:11][NH2+:10][CH2:15][CH2:14]2)=[CH:17][CH:18]=1.